Dataset: Full USPTO retrosynthesis dataset with 1.9M reactions from patents (1976-2016). Task: Predict the reactants needed to synthesize the given product. Given the product [C:23]([OH:30])(=[O:29])/[CH:24]=[CH:25]/[C:26]([OH:28])=[O:27].[N:1]1[CH:6]=[CH:5][CH:4]=[CH:3][C:2]=1[N:7]1[CH2:8][CH2:9][N:10]([CH2:13][C:14]2[NH:15][C:16]3[CH:22]=[CH:21][CH:20]=[CH:19][C:17]=3[N:18]=2)[CH2:11][CH2:12]1.[C:23]([OH:30])(=[O:29])/[CH:24]=[CH:25]/[C:26]([OH:28])=[O:27].[C:23]([OH:30])(=[O:29])/[CH:24]=[CH:25]/[C:26]([OH:28])=[O:27].[N:1]1[CH:6]=[CH:5][CH:4]=[CH:3][C:2]=1[N:7]1[CH2:8][CH2:9][N:10]([CH2:13][C:14]2[NH:15][C:16]3[CH:22]=[CH:21][CH:20]=[CH:19][C:17]=3[N:18]=2)[CH2:11][CH2:12]1, predict the reactants needed to synthesize it. The reactants are: [N:1]1[CH:6]=[CH:5][CH:4]=[CH:3][C:2]=1[N:7]1[CH2:12][CH2:11][N:10]([CH2:13][C:14]2[NH:18][C:17]3[CH:19]=[CH:20][CH:21]=[CH:22][C:16]=3[N:15]=2)[CH2:9][CH2:8]1.[C:23]([OH:30])(=[O:29])/[CH:24]=[CH:25]/[C:26]([OH:28])=[O:27].CO.